This data is from Catalyst prediction with 721,799 reactions and 888 catalyst types from USPTO. The task is: Predict which catalyst facilitates the given reaction. (1) Reactant: [C:1]([O:5][C:6]([N:8]1[CH2:12][CH2:11][CH:10]([C:13]2[S:14][C:15]([N:22]([CH2:29][CH3:30])[CH:23]3[CH2:28][CH2:27][O:26][CH2:25][CH2:24]3)=[C:16]([CH3:21])[C:17]=2[C:18]([OH:20])=O)[CH2:9]1)=[O:7])([CH3:4])([CH3:3])[CH3:2].Cl.[NH2:32][CH2:33][C:34]1[C:35](=[O:42])[NH:36][C:37]([CH3:41])=[CH:38][C:39]=1[CH3:40].C(Cl)CCl.C1C=NC2N(O)N=NC=2C=1.CN1CCOCC1. Product: [CH3:40][C:39]1[CH:38]=[C:37]([CH3:41])[NH:36][C:35](=[O:42])[C:34]=1[CH2:33][NH:32][C:18]([C:17]1[C:16]([CH3:21])=[C:15]([N:22]([CH2:29][CH3:30])[CH:23]2[CH2:28][CH2:27][O:26][CH2:25][CH2:24]2)[S:14][C:13]=1[CH:10]1[CH2:11][CH2:12][N:8]([C:6]([O:5][C:1]([CH3:3])([CH3:4])[CH3:2])=[O:7])[CH2:9]1)=[O:20]. The catalyst class is: 136. (2) Reactant: [Cl:1][C:2]1[CH:7]=[CH:6][C:5]([NH:8][CH2:9][C:10]2[CH:18]=[CH:17][C:13]([C:14]([OH:16])=[O:15])=[CH:12][CH:11]=2)=[CH:4][CH:3]=1.[S-:19][C:20]#[N:21].[K+]. The catalyst class is: 33. Product: [Cl:1][C:2]1[CH:3]=[CH:4][C:5]([N:8]([CH2:9][C:10]2[CH:11]=[CH:12][C:13]([C:14]([OH:16])=[O:15])=[CH:17][CH:18]=2)[C:20]([NH2:21])=[S:19])=[CH:6][CH:7]=1. (3) Reactant: Br[C:2]1[O:6][C:5]2[C:7](=[O:16])[C:8]3[C:13]([C:14](=[O:15])[C:4]=2[CH:3]=1)=[CH:12][CH:11]=[CH:10][CH:9]=3.C(S)[CH2:18][S:19]([O-])(=O)=O.[Na+]. Product: [CH3:18][S:19][C:2]1[O:6][C:5]2[C:7](=[O:16])[C:8]3[C:13]([C:14](=[O:15])[C:4]=2[CH:3]=1)=[CH:12][CH:11]=[CH:10][CH:9]=3. The catalyst class is: 30. (4) Reactant: [CH3:1][O:2][C:3]1[CH:4]=[C:5]2[C:9](=[CH:10][CH:11]=1)[NH:8][CH:7]=[C:6]2[CH:12]1[CH2:17][CH2:16][NH:15][CH2:14][CH2:13]1.[CH3:18][N:19]([CH3:32])[C:20]1([C:26]2[CH:31]=[CH:30][CH:29]=[CH:28][CH:27]=2)[CH2:25][CH2:24][CH2:23][CH2:22][CH2:21]1.C(O)(=O)C. Product: [CH3:1][O:2][C:3]1[CH:4]=[C:5]2[C:9](=[CH:10][CH:11]=1)[NH:8][CH:7]=[C:6]2[CH:12]1[CH2:17][CH2:16][N:15]([CH:23]2[CH2:22][CH2:21][C:20]([N:19]([CH3:32])[CH3:18])([C:26]3[CH:31]=[CH:30][CH:29]=[CH:28][CH:27]=3)[CH2:25][CH2:24]2)[CH2:14][CH2:13]1. The catalyst class is: 26. (5) Reactant: [CH3:1][O:2][C:3]1[CH:4]=[C:5]2[C:10](=[CH:11][C:12]=1[O:13][CH3:14])[N:9]=[CH:8][N:7]=[C:6]2[NH:15][C:16]1[CH:17]=[C:18]2[C:23](=[CH:24][CH:25]=1)[C:22]([C:26]([O:28]C)=[O:27])=[CH:21][CH:20]=[CH:19]2.[OH-].[Na+]. Product: [CH3:1][O:2][C:3]1[CH:4]=[C:5]2[C:10](=[CH:11][C:12]=1[O:13][CH3:14])[N:9]=[CH:8][N:7]=[C:6]2[NH:15][C:16]1[CH:17]=[C:18]2[C:23](=[CH:24][CH:25]=1)[C:22]([C:26]([OH:28])=[O:27])=[CH:21][CH:20]=[CH:19]2. The catalyst class is: 5.